From a dataset of Forward reaction prediction with 1.9M reactions from USPTO patents (1976-2016). Predict the product of the given reaction. (1) The product is: [CH2:1]([O:3][C:4]([N:6]1[C:15]2[C:10](=[N:11][C:12]([CH3:57])=[CH:13][CH:14]=2)[C@@H:9]([NH:24][CH:25]([C:40]2[N:41]=[CH:42][C:43]([N:46]3[CH2:51][CH2:50][N:49]([C:52](=[O:54])[CH3:53])[CH2:48][CH2:47]3)=[CH:44][N:45]=2)[C:26]2[CH:31]=[C:30]([C:32]([F:35])([F:34])[F:33])[CH:29]=[C:28]([C:36]([F:38])([F:39])[F:37])[CH:27]=2)[CH2:8][C@H:7]1[CH2:55][CH3:56])=[O:5])[CH3:2]. Given the reactants [CH2:1]([O:3][C:4]([N:6]1[C:15]2[C:10](=[N:11][C:12](OS(C(F)(F)F)(=O)=O)=[CH:13][CH:14]=2)[C@@H:9]([NH:24][CH:25]([C:40]2[N:45]=[CH:44][C:43]([N:46]3[CH2:51][CH2:50][N:49]([C:52](=[O:54])[CH3:53])[CH2:48][CH2:47]3)=[CH:42][N:41]=2)[C:26]2[CH:31]=[C:30]([C:32]([F:35])([F:34])[F:33])[CH:29]=[C:28]([C:36]([F:39])([F:38])[F:37])[CH:27]=2)[CH2:8][C@H:7]1[CH2:55][CH3:56])=[O:5])[CH3:2].[CH3:57][Al](C)C.O.C(OCC)(=O)C, predict the reaction product. (2) Given the reactants [Cl:1][C:2]1[C:7]([N:8]2[CH2:13][CH2:12][CH:11]([C:14]3[CH:19]=[CH:18][C:17]([F:20])=[CH:16][C:15]=3[F:21])[CH2:10][CH2:9]2)=[CH:6][N:5]=[N:4][C:3]=1[NH:22][NH:23][C:24](=[O:29])[CH2:25][CH:26]1[CH2:28][CH2:27]1.P(Cl)(Cl)(Cl)=[O:31], predict the reaction product. The product is: [C:24]([O-:29])(=[O:31])[CH3:25].[NH4+:4].[Cl:1][C:2]1[C:3]2[N:4]([C:24]([CH2:25][CH:26]3[CH2:28][CH2:27]3)=[N:23][N:22]=2)[N:5]=[CH:6][C:7]=1[N:8]1[CH2:13][CH2:12][CH:11]([C:14]2[CH:19]=[CH:18][C:17]([F:20])=[CH:16][C:15]=2[F:21])[CH2:10][CH2:9]1.